From a dataset of Reaction yield outcomes from USPTO patents with 853,638 reactions. Predict the reaction yield, written as a fraction of the theoretical maximum amount of product (1.0 means a 100% yield; for example, 0.34 means a 34% yield). (1) The reactants are [C:1]12([C:11]3[CH:21]=[CH:20][C:14]([O:15][CH2:16][C:17](O)=[O:18])=[CH:13][CH:12]=3)[CH2:10][CH:5]3[CH2:6][CH:7]([CH2:9][CH:3]([CH2:4]3)[CH2:2]1)[CH2:8]2.[NH2:22][C:23]1[CH:24]=[C:25]([CH:29]=[CH:30][CH:31]=1)[C:26]([NH2:28])=[O:27].C1C=CC2N(O)N=NC=2C=1.CCN(C(C)C)C(C)C. The catalyst is CN(C=O)C. The product is [C:1]12([C:11]3[CH:21]=[CH:20][C:14]([O:15][CH2:16][C:17]([NH:22][C:23]4[CH:24]=[C:25]([CH:29]=[CH:30][CH:31]=4)[C:26]([NH2:28])=[O:27])=[O:18])=[CH:13][CH:12]=3)[CH2:2][CH:3]3[CH2:9][CH:7]([CH2:6][CH:5]([CH2:4]3)[CH2:10]1)[CH2:8]2. The yield is 0.896. (2) The product is [CH2:12]([O:11][C:3](=[O:10])[CH:4]([C:15]1[CH:16]=[CH:17][C:18]2[C:23](=[N:22][CH:21]=[CH:20][C:19]=2[NH:25][C:26]2[CH:31]=[C:30]([CH3:32])[CH:29]=[CH:28][C:27]=2[S:33][C:34]2[CH:39]=[CH:38][C:37]([NH:40][C:41](=[O:43])[CH3:42])=[CH:36][CH:35]=2)[N:24]=1)[C:5]([O:7][CH2:8][CH3:9])=[O:6])[CH3:13]. The yield is 0.840. The catalyst is C1COCC1. The reactants are [H-].[Na+].[C:3]([O:11][CH2:12][CH3:13])(=[O:10])[CH2:4][C:5]([O:7][CH2:8][CH3:9])=[O:6].Cl[C:15]1[N:24]=[C:23]2[C:18]([C:19]([NH:25][C:26]3[CH:31]=[C:30]([CH3:32])[CH:29]=[CH:28][C:27]=3[S:33][C:34]3[CH:39]=[CH:38][C:37]([NH:40][C:41](=[O:43])[CH3:42])=[CH:36][CH:35]=3)=[CH:20][CH:21]=[N:22]2)=[CH:17][CH:16]=1. (3) The product is [C:1]([C:3]1[CH:8]=[CH:7][C:6]([C:9]2([F:32])[CH2:10][CH2:11][N:12]([C:15]([C:17]3[C:18]([CH2:30][CH3:31])=[CH:19][C:20]([CH:27]4[CH2:28][CH2:29]4)=[C:21]([CH:26]=3)[C:22]([NH:34][NH2:35])=[O:23])=[O:16])[CH2:13][CH2:14]2)=[CH:5][CH:4]=1)#[N:2]. The catalyst is C(O)C. The yield is 0.750. The reactants are [C:1]([C:3]1[CH:8]=[CH:7][C:6]([C:9]2([F:32])[CH2:14][CH2:13][N:12]([C:15]([C:17]3[C:18]([CH2:30][CH3:31])=[CH:19][C:20]([CH:27]4[CH2:29][CH2:28]4)=[C:21]([CH:26]=3)[C:22](OC)=[O:23])=[O:16])[CH2:11][CH2:10]2)=[CH:5][CH:4]=1)#[N:2].O.[NH2:34][NH2:35].